From a dataset of Catalyst prediction with 721,799 reactions and 888 catalyst types from USPTO. Predict which catalyst facilitates the given reaction. Reactant: Br[C:2]1[C:3]([NH2:9])=[N:4][C:5]([Cl:8])=[CH:6][N:7]=1.[CH3:10][O-:11].[Na+]. Product: [Cl:8][C:5]1[N:4]=[C:3]([NH2:9])[C:2]([O:11][CH3:10])=[N:7][CH:6]=1. The catalyst class is: 5.